This data is from Forward reaction prediction with 1.9M reactions from USPTO patents (1976-2016). The task is: Predict the product of the given reaction. (1) Given the reactants CC1C=CC([C:6](O)=[O:7])=CN=1.[F:11][C:12]1[CH:17]=[CH:16][C:15]([N:18]2[CH2:23][CH2:22][NH:21][CH2:20][CH2:19]2)=[CH:14][CH:13]=1.[CH3:24][CH:25]1[CH2:29][CH2:28][CH2:27][NH:26]1, predict the reaction product. The product is: [F:11][C:12]1[CH:13]=[CH:14][C:15]([N:18]2[CH2:23][CH2:22][N:21]([C:6](=[O:7])[C:29]3[CH:24]=[CH:25][N:26]=[CH:27][CH:28]=3)[CH2:20][CH2:19]2)=[CH:16][CH:17]=1. (2) The product is: [NH2:1][C:2]1[N:3]=[CH:4][C:5]([C:18]2[CH:19]=[CH:20][C:21]([CH2:22][N:23]([CH2:44][CH3:45])[CH:24]3[CH2:29][CH2:28][NH:27][C@@H:26]([C:37]([O:39][C:40]([CH3:41])([CH3:43])[CH3:42])=[O:38])[CH2:25]3)=[CH:46][CH:47]=2)=[N:6][C:7]=1[NH:8][CH2:9][C:10]1[C:15]([Cl:16])=[CH:14][CH:13]=[CH:12][C:11]=1[Cl:17]. Given the reactants [NH2:1][C:2]1[N:3]=[CH:4][C:5]([C:18]2[CH:47]=[CH:46][C:21]([CH2:22][N:23]([CH2:44][CH3:45])[CH:24]3[CH2:29][CH2:28][N:27](C(OC(C)(C)C)=O)[C@@H:26]([C:37]([O:39][C:40]([CH3:43])([CH3:42])[CH3:41])=[O:38])[CH2:25]3)=[CH:20][CH:19]=2)=[N:6][C:7]=1[NH:8][CH2:9][C:10]1[C:15]([Cl:16])=[CH:14][CH:13]=[CH:12][C:11]=1[Cl:17].Cl.[OH-].[Na+], predict the reaction product. (3) Given the reactants C(O[C:5](=[O:7])[CH3:6])(=O)C.[Br:8][C:9]1[CH:10]=[C:11]2[C:16](=[CH:17][C:18]=1[CH2:19][N:20]1[CH2:24][CH2:23][C@@H:22]([NH:25][CH3:26])[CH2:21]1)[N:15]=[CH:14][N:13]([NH:27][C:28]1[CH:33]=[C:32]([Cl:34])[CH:31]=[CH:30][C:29]=1[S:35]([CH2:38][CH3:39])(=[O:37])=[O:36])[C:12]2=[O:40], predict the reaction product. The product is: [Br:8][C:9]1[CH:10]=[C:11]2[C:16](=[CH:17][C:18]=1[CH2:19][N:20]1[CH2:24][CH2:23][C@@H:22]([N:25]([CH3:26])[C:5](=[O:7])[CH3:6])[CH2:21]1)[N:15]=[CH:14][N:13]([NH:27][C:28]1[CH:33]=[C:32]([Cl:34])[CH:31]=[CH:30][C:29]=1[S:35]([CH2:38][CH3:39])(=[O:37])=[O:36])[C:12]2=[O:40]. (4) Given the reactants CN(C)C=O.CS([O:10][CH2:11][CH2:12][C:13]([CH3:17])=[C:14]([F:16])[F:15])(=O)=O.[CH2:18]([O:22][C:23]1[N:28]=[C:27]([CH3:29])[C:26]([C:30](O)=[O:31])=[CH:25][N:24]=1)[CH2:19][CH2:20][CH3:21].C(=O)([O-])O.[Na+], predict the reaction product. The product is: [CH2:18]([O:22][C:23]1[N:28]=[C:27]([CH3:29])[C:26]([C:30]([O:10][CH2:11][CH2:12][C:13]([CH3:17])=[C:14]([F:16])[F:15])=[O:31])=[CH:25][N:24]=1)[CH2:19][CH2:20][CH3:21]. (5) Given the reactants C(Cl)(=O)C(Cl)=O.[F:7][C:8]1[CH:13]=[CH:12][C:11]([C:14]2[CH:15]=[C:16]([NH:20][CH2:21][CH2:22]O)[N:17]=[N:18][CH:19]=2)=[CH:10][CH:9]=1.C(N(CC)CC)C.C(O)(C)C, predict the reaction product. The product is: [F:7][C:8]1[CH:13]=[CH:12][C:11]([C:14]2[CH:19]=[N:18][N:17]3[CH:22]=[CH:21][N:20]=[C:16]3[CH:15]=2)=[CH:10][CH:9]=1. (6) Given the reactants [Cl:1][C:2]1[CH:15]=[CH:14][C:13]([I:16])=[CH:12][C:3]=1[CH2:4][C:5]1[CH:10]=[CH:9][C:8]([OH:11])=[CH:7][CH:6]=1.C(N(CC)CC)C.[Cl-].[C:25]([SiH:29]([CH3:31])[CH3:30])([CH3:28])([CH3:27])[CH3:26].O, predict the reaction product. The product is: [Cl:1][C:2]1[CH:15]=[CH:14][C:13]([I:16])=[CH:12][C:3]=1[CH2:4][C:5]1[CH:6]=[CH:7][C:8]([O:11][Si:29]([C:25]([CH3:28])([CH3:27])[CH3:26])([CH3:31])[CH3:30])=[CH:9][CH:10]=1. (7) Given the reactants [CH3:1][C:2]1[CH:3]=[C:4]([CH:11]2[O:16][CH2:15][CH2:14][N:13]([C:17]([O:19][C:20]([CH3:23])([CH3:22])[CH3:21])=[O:18])[CH2:12]2)[CH:5]=[CH:6][C:7]=1[N+:8]([O-])=O.C([O-])=O.[NH4+], predict the reaction product. The product is: [NH2:8][C:7]1[CH:6]=[CH:5][C:4]([CH:11]2[O:16][CH2:15][CH2:14][N:13]([C:17]([O:19][C:20]([CH3:22])([CH3:21])[CH3:23])=[O:18])[CH2:12]2)=[CH:3][C:2]=1[CH3:1]. (8) Given the reactants N[C:2]1[CH:11]=[C:10]2[C:5]([CH:6]=[CH:7][C:8]([S:12]([O-:15])(=[O:14])=[O:13])=[CH:9]2)=[CH:4][CH:3]=1.[Na+].N([O-])=O.[Na+].[Na+].[I-:22].CCO, predict the reaction product. The product is: [I:22][C:2]1[CH:11]=[C:10]2[C:5]([CH:6]=[CH:7][C:8]([S:12]([OH:15])(=[O:14])=[O:13])=[CH:9]2)=[CH:4][CH:3]=1. (9) Given the reactants Cl.[NH2:2][CH2:3][C:4]1[CH:28]=[CH:27][C:7]([CH2:8][O:9][C:10]2[CH:15]=[CH:14][C:13]([C:16](=[O:21])[CH2:17][CH:18]([CH3:20])[CH3:19])=[C:12]([OH:22])[C:11]=2[C:23]([F:26])([F:25])[F:24])=[CH:6][CH:5]=1.[CH3:29][N:30]1[CH:34]=[C:33]([C:35](O)=[O:36])[N:32]=[CH:31]1.O.ON1C2C=CC=CC=2N=N1.C(N(CC)CC)C.Cl.CN(C)CCCN=C=NCC, predict the reaction product. The product is: [OH:22][C:12]1[C:11]([C:23]([F:24])([F:25])[F:26])=[C:10]([CH:15]=[CH:14][C:13]=1[C:16](=[O:21])[CH2:17][CH:18]([CH3:20])[CH3:19])[O:9][CH2:8][C:7]1[CH:6]=[CH:5][C:4]([CH2:3][NH:2][C:35]([C:33]2[N:32]=[CH:31][N:30]([CH3:29])[CH:34]=2)=[O:36])=[CH:28][CH:27]=1.